This data is from Reaction yield outcomes from USPTO patents with 853,638 reactions. The task is: Predict the reaction yield, written as a fraction of the theoretical maximum amount of product (1.0 means a 100% yield; for example, 0.34 means a 34% yield). (1) The reactants are [CH:1]1([C:5]2[N:6]=[C:7]([NH:10][C:11]([C:13]3[CH:35]=[CH:34][N:16]4[C:17](=[O:33])[C:18](/C=C/C(O)=O)=[C:19]([N:21]5[CH2:26][CH2:25][N:24]([CH3:27])[CH2:23][CH2:22]5)[N:20]=[C:15]4[CH:14]=3)=[O:12])[S:8][CH:9]=2)[CH2:4][CH2:3][CH2:2]1.C1(C2N=C(NC(C3C=CN4C(=O)CC(=O)N=C4C=3)=O)SC=2)CCC1.CN1CCNCC1. No catalyst specified. The product is [CH:1]1([C:5]2[N:6]=[C:7]([NH:10][C:11]([C:13]3[CH:35]=[CH:34][N:16]4[C:17](=[O:33])[CH:18]=[C:19]([N:21]5[CH2:22][CH2:23][N:24]([CH3:27])[CH2:25][CH2:26]5)[N:20]=[C:15]4[CH:14]=3)=[O:12])[S:8][CH:9]=2)[CH2:4][CH2:3][CH2:2]1. The yield is 0.690. (2) The reactants are [OH:1][C:2]1[CH:3]=[C:4]([CH:8]=[CH:9][C:10]=1[O:11][CH3:12])[C:5]([OH:7])=O.[CH2:13]1[C@H:22]2[C@H:17]([CH2:18][CH2:19][C:20]3[CH:26]=[CH:25][CH:24]=[CH:23][C:21]=32)[NH:16][CH2:15][CH2:14]1.F[P-](F)(F)(F)(F)F.N1(OC(N(C)C)=[N+](C)C)C2N=CC=CC=2N=N1. No catalyst specified. The product is [CH2:13]1[C@H:22]2[C@H:17]([CH2:18][CH2:19][C:20]3[CH:26]=[CH:25][CH:24]=[CH:23][C:21]=32)[N:16]([C:5]([C:4]2[CH:8]=[CH:9][C:10]([O:11][CH3:12])=[C:2]([OH:1])[CH:3]=2)=[O:7])[CH2:15][CH2:14]1. The yield is 0.420. (3) The reactants are [F:1][C:2]1[CH:7]=[CH:6][CH:5]=[C:4]([F:8])[C:3]=1[C:9]1[C:14]([F:15])=[CH:13][CH:12]=[C:11]([CH3:16])[N:10]=1.[O-:17][Mn](=O)(=O)=O.[K+].[OH2:23]. No catalyst specified. The product is [F:1][C:2]1[CH:7]=[CH:6][CH:5]=[C:4]([F:8])[C:3]=1[C:9]1[N:10]=[C:11]([C:16]([OH:17])=[O:23])[CH:12]=[CH:13][C:14]=1[F:15]. The yield is 0.320. (4) The reactants are [CH3:1][O:2][C:3]1[CH:4]=[C:5]2[C:14](=[CH:15][CH:16]=1)[C:13](OS(C(F)(F)F)(=O)=O)=[C:12]([C:25]1[CH:30]=[CH:29][C:28]([O:31][CH3:32])=[CH:27][CH:26]=1)[CH:11]1[CH:6]2[CH2:7][CH2:8][CH2:9][CH2:10]1.C1C=CC(P(C2C=CC=CC=2)CCCCP(C2C=CC=CC=2)C2C=CC=CC=2)=CC=1.CCN(CC)CC.CO.[C:72]([O:75][CH2:76]C)(=[O:74])C. The catalyst is C([O-])(=O)C.[Pd+2].C([O-])(=O)C.CS(C)=O. The product is [CH3:76][O:75][C:72]([C:13]1[C:14]2[C:5]([CH:6]3[CH:11]([C:12]=1[C:25]1[CH:26]=[CH:27][C:28]([O:31][CH3:32])=[CH:29][CH:30]=1)[CH2:10][CH2:9][CH2:8][CH2:7]3)=[CH:4][C:3]([O:2][CH3:1])=[CH:16][CH:15]=2)=[O:74]. The yield is 0.630.